From a dataset of Peptide-MHC class I binding affinity with 185,985 pairs from IEDB/IMGT. Regression. Given a peptide amino acid sequence and an MHC pseudo amino acid sequence, predict their binding affinity value. This is MHC class I binding data. (1) The MHC is Mamu-A01 with pseudo-sequence Mamu-A01. The peptide sequence is ITSNNSNPV. The binding affinity (normalized) is 0.416. (2) The peptide sequence is LAACFARSR. The MHC is Patr-A0401 with pseudo-sequence Patr-A0401. The binding affinity (normalized) is 0.340.